This data is from Forward reaction prediction with 1.9M reactions from USPTO patents (1976-2016). The task is: Predict the product of the given reaction. (1) Given the reactants [NH2:1][C:2]1[C:3]2[C:10]([C:11]3[CH:25]=[CH:24][C:14]([O:15][C:16]4[CH:23]=[CH:22][C:19]([CH:20]=O)=[CH:18][CH:17]=4)=[CH:13][CH:12]=3)=[CH:9][N:8]([CH:26]3[CH2:30][CH2:29][O:28][CH2:27]3)[C:4]=2[N:5]=[CH:6][N:7]=1.[NH:31]1[CH2:36][CH2:35][O:34][CH2:33][CH2:32]1, predict the reaction product. The product is: [O:34]1[CH2:35][CH2:36][N:31]([CH2:20][C:19]2[CH:22]=[CH:23][C:16]([O:15][C:14]3[CH:13]=[CH:12][C:11]([C:10]4[C:3]5[C:2]([NH2:1])=[N:7][CH:6]=[N:5][C:4]=5[N:8]([CH:26]5[CH2:30][CH2:29][O:28][CH2:27]5)[CH:9]=4)=[CH:25][CH:24]=3)=[CH:17][CH:18]=2)[CH2:32][CH2:33]1. (2) Given the reactants [CH3:1][C:2]1([C:7]2[O:11][C:10]([CH2:12][N:13]3[N:17]=[C:16]([NH2:18])[CH:15]=[N:14]3)=[CH:9][CH:8]=2)[O:6]CCO1.[C:19]([O:23][C:24]([CH2:26][CH2:27][C:28]1[O:29][C:30]([C:36]2[CH:41]=[CH:40][CH:39]=[CH:38][CH:37]=2)=[C:31]([C:33](O)=[O:34])[N:32]=1)=[O:25])([CH3:22])([CH3:21])[CH3:20], predict the reaction product. The product is: [C:19]([O:23][C:24](=[O:25])[CH2:26][CH2:27][C:28]1[O:29][C:30]([C:36]2[CH:37]=[CH:38][CH:39]=[CH:40][CH:41]=2)=[C:31]([C:33](=[O:34])[NH:18][C:16]2[CH:15]=[N:14][N:13]([CH2:12][C:10]3[O:11][C:7]([C:2](=[O:6])[CH3:1])=[CH:8][CH:9]=3)[N:17]=2)[N:32]=1)([CH3:22])([CH3:20])[CH3:21]. (3) Given the reactants [Cl:1][C:2]1[CH:3]=[CH:4][C:5]([OH:25])=[C:6]([CH2:8][N:9]2[CH:13]=[CH:12][C:11]([C:14]([NH:16][C:17]3[C:22]([F:23])=[CH:21][CH:20]=[CH:19][C:18]=3[F:24])=[O:15])=[N:10]2)[CH:7]=1.C(=O)([O-])[O-].[K+].[K+].Br[CH2:33][CH2:34][CH3:35], predict the reaction product. The product is: [Cl:1][C:2]1[CH:3]=[CH:4][C:5]([O:25][CH2:33][CH2:34][CH3:35])=[C:6]([CH2:8][N:9]2[CH:13]=[CH:12][C:11]([C:14]([NH:16][C:17]3[C:18]([F:24])=[CH:19][CH:20]=[CH:21][C:22]=3[F:23])=[O:15])=[N:10]2)[CH:7]=1. (4) Given the reactants C(O)CCCCCCCO.FC1C=C(C(F)(F)F)C=CC=1CBr.[F:24][C:25]1[CH:41]=[C:40]([C:42]([F:45])([F:44])[F:43])[CH:39]=[CH:38][C:26]=1[CH2:27][O:28][CH2:29][CH2:30][CH2:31][CH2:32][CH2:33][CH2:34][CH2:35][CH2:36][OH:37].FC1C=C(C(F)(F)F)C=CC=1COCCCCCCCC(O)=O.Cl.Cl.[CH2:71]([O:78][C:79](=[O:87])[CH2:80][C@@H:81]([NH2:86])[CH2:82][N:83]([CH3:85])[CH3:84])[C:72]1[CH:77]=[CH:76][CH:75]=[CH:74][CH:73]=1, predict the reaction product. The product is: [CH2:71]([O:78][C:79](=[O:87])[CH2:80][C@@H:81]([NH:86][C:36](=[O:37])[CH2:35][CH2:34][CH2:33][CH2:32][CH2:31][CH2:30][CH2:29][O:28][CH2:27][C:26]1[CH:38]=[CH:39][C:40]([C:42]([F:43])([F:44])[F:45])=[CH:41][C:25]=1[F:24])[CH2:82][N:83]([CH3:84])[CH3:85])[C:72]1[CH:77]=[CH:76][CH:75]=[CH:74][CH:73]=1.